From a dataset of Reaction yield outcomes from USPTO patents with 853,638 reactions. Predict the reaction yield, written as a fraction of the theoretical maximum amount of product (1.0 means a 100% yield; for example, 0.34 means a 34% yield). (1) No catalyst specified. The product is [OH:22][C:14]1[C:15]2[CH:21]=[CH:20][N:19]=[CH:18][C:16]=2[N:17]=[C:12]([O:11][C:9]2[CH:8]=[N:7][N:6]([C@H:3]3[CH2:4][CH2:5][N:1]([C:31](=[O:30])[CH2:32][C:33]#[N:34])[CH2:2]3)[CH:10]=2)[N:13]=1. The yield is 0.220. The reactants are [NH:1]1[CH2:5][CH2:4][C@H:3]([N:6]2[CH:10]=[C:9]([O:11][C:12]3[N:13]=[C:14]([OH:22])[C:15]4[CH:21]=[CH:20][N:19]=[CH:18][C:16]=4[N:17]=3)[CH:8]=[N:7]2)[CH2:2]1.O=C1CCC(=O)N1[O:30][C:31](=O)[CH2:32][C:33]#[N:34]. (2) The reactants are [Si]([O:8][CH2:9][C@@H:10]1[C@H:14]2[O:15][C:16]([CH3:19])([CH3:18])[O:17][C@H:13]2[C@H:12]([N:20]2[CH:25]=[CH:24][C:23](=[O:26])[NH:22][C:21]2=[O:27])[S:11]1)(C(C)(C)C)(C)C.[F-].C([N+](CCCC)(CCCC)CCCC)CCC. The catalyst is O1CCCC1. The product is [OH:8][CH2:9][C@@H:10]1[C@H:14]2[O:15][C:16]([CH3:19])([CH3:18])[O:17][C@H:13]2[C@H:12]([N:20]2[CH:25]=[CH:24][C:23](=[O:26])[NH:22][C:21]2=[O:27])[S:11]1. The yield is 0.860. (3) The reactants are C([O:8][C:9]1[CH:16]=[CH:15][C:14]([F:17])=[CH:13][C:10]=1[C:11]#[N:12])C1C=CC=CC=1. The catalyst is CO. The product is [F:17][C:14]1[CH:15]=[CH:16][C:9]([OH:8])=[C:10]([CH:13]=1)[C:11]#[N:12]. The yield is 1.06. (4) The reactants are [N:1]1([C:7]([O:9][CH2:10][C:11]2[CH:16]=[CH:15][CH:14]=[CH:13][CH:12]=2)=[O:8])[CH2:6][CH2:5][CH:4]=[CH:3][CH2:2]1.ClC1C=C(C=CC=1)C(OO)=[O:22]. The catalyst is C(Cl)Cl.CCOCC. The product is [CH:3]12[O:22][CH:4]1[CH2:5][CH2:6][N:1]([C:7]([O:9][CH2:10][C:11]1[CH:12]=[CH:13][CH:14]=[CH:15][CH:16]=1)=[O:8])[CH2:2]2. The yield is 0.740. (5) The reactants are [CH3:1][C:2]1[N:7]=[CH:6][C:5]([NH2:8])=[C:4]([NH:9][C:10]2[CH:15]=[CH:14][CH:13]=[CH:12][N:11]=2)[CH:3]=1.C(O)(=O)C.[N:20](OC(C)(C)C)=O. The catalyst is C1COCC1. The product is [CH3:1][C:2]1[N:7]=[CH:6][C:5]2[N:8]=[N:20][N:9]([C:10]3[CH:15]=[CH:14][CH:13]=[CH:12][N:11]=3)[C:4]=2[CH:3]=1. The yield is 0.700. (6) The reactants are O[CH:2]([C:4]1[O:5][C:6](=[O:26])[C:7]2[C:12]([C:13]=1[C:14]1[CH:19]=[CH:18][C:17]([CH2:20][N:21]3[CH2:25][CH2:24][CH2:23][CH2:22]3)=[CH:16][CH:15]=1)=[CH:11][CH:10]=[CH:9][CH:8]=2)[CH3:3].[F:27][C:28]1[CH:29]=[C:30]([C:36]2[C:44]3[C:39](=[N:40][CH:41]=[N:42][C:43]=3[NH2:45])[NH:38][N:37]=2)[CH:31]=[C:32]([O:34][CH3:35])[CH:33]=1. No catalyst specified. The product is [NH2:45][C:43]1[N:42]=[CH:41][N:40]=[C:39]2[N:38]([CH:2]([C:4]3[O:5][C:6](=[O:26])[C:7]4[C:12]([C:13]=3[C:14]3[CH:19]=[CH:18][C:17]([CH2:20][N:21]5[CH2:22][CH2:23][CH2:24][CH2:25]5)=[CH:16][CH:15]=3)=[CH:11][CH:10]=[CH:9][CH:8]=4)[CH3:3])[N:37]=[C:36]([C:30]3[CH:31]=[C:32]([O:34][CH3:35])[CH:33]=[C:28]([F:27])[CH:29]=3)[C:44]=12. The yield is 0.265.